This data is from Catalyst prediction with 721,799 reactions and 888 catalyst types from USPTO. The task is: Predict which catalyst facilitates the given reaction. (1) Reactant: [F:1][C:2]1[CH:47]=[CH:46][C:45]([F:48])=[CH:44][C:3]=1[CH2:4][N:5]1[C:9]([CH3:10])=[C:8]([C:11]2[C:19]3[C:14](=[N:15][CH:16]=[C:17]([C:20]4[CH:21]=[CH:22][C:23]([O:31][CH3:32])=[C:24]([NH:26][S:27]([CH3:30])(=[O:29])=[O:28])[CH:25]=4)[CH:18]=3)[N:13](S(C3C=CC(C)=CC=3)(=O)=O)[CH:12]=2)[C:7]([CH3:43])=[N:6]1.[OH-].[Li+]. Product: [F:1][C:2]1[CH:47]=[CH:46][C:45]([F:48])=[CH:44][C:3]=1[CH2:4][N:5]1[C:9]([CH3:10])=[C:8]([C:11]2[C:19]3[C:14](=[N:15][CH:16]=[C:17]([C:20]4[CH:21]=[CH:22][C:23]([O:31][CH3:32])=[C:24]([NH:26][S:27]([CH3:30])(=[O:28])=[O:29])[CH:25]=4)[CH:18]=3)[NH:13][CH:12]=2)[C:7]([CH3:43])=[N:6]1. The catalyst class is: 87. (2) Product: [CH2:20]([O:19][C:9]1[CH:8]=[C:7]([CH:6]([CH2:31][CH:28]2[CH2:30][CH2:29]2)[C:5]([O:4][CH3:3])=[O:27])[CH:12]=[C:11]([O:13][CH2:14][C:15]([F:18])([F:17])[F:16])[CH:10]=1)[C:21]1[CH:22]=[CH:23][CH:24]=[CH:25][CH:26]=1. The catalyst class is: 3. Reactant: [H-].[Na+].[CH3:3][O:4][C:5](=[O:27])[CH2:6][C:7]1[CH:12]=[C:11]([O:13][CH2:14][C:15]([F:18])([F:17])[F:16])[CH:10]=[C:9]([O:19][CH2:20][C:21]2[CH:26]=[CH:25][CH:24]=[CH:23][CH:22]=2)[CH:8]=1.[CH:28]1([CH2:31]Br)[CH2:30][CH2:29]1. (3) Reactant: Cl[C:2]1[C:7]([C:8]([O:10][CH3:11])=[O:9])=[CH:6][C:5]([C:12]([O:14][CH3:15])=[O:13])=[CH:4][N:3]=1.[CH2:16]([O:23][NH2:24])[C:17]1[CH:22]=[CH:21][CH:20]=[CH:19][CH:18]=1. Product: [CH2:16]([O:23][NH:24][C:2]1[C:7]([C:8]([O:10][CH3:11])=[O:9])=[CH:6][C:5]([C:12]([O:14][CH3:15])=[O:13])=[CH:4][N:3]=1)[C:17]1[CH:22]=[CH:21][CH:20]=[CH:19][CH:18]=1. The catalyst class is: 5. (4) Reactant: [CH2:1]([O:3][C:4](=[O:23])[CH2:5][N:6]1[CH:14]=[N:13][C:12]2[C:7]1=[N:8][C:9](Cl)=[N:10][C:11]=2[C:15]1[CH:20]=[CH:19][CH:18]=[C:17]([OH:21])[CH:16]=1)[CH3:2].[NH:24]1[CH2:29][CH2:28][O:27][CH2:26][CH2:25]1. Product: [CH2:1]([O:3][C:4](=[O:23])[CH2:5][N:6]1[CH:14]=[N:13][C:12]2[C:7]1=[N:8][C:9]([N:24]1[CH2:29][CH2:28][O:27][CH2:26][CH2:25]1)=[N:10][C:11]=2[C:15]1[CH:20]=[CH:19][CH:18]=[C:17]([OH:21])[CH:16]=1)[CH3:2]. The catalyst class is: 44. (5) Reactant: [O:1]1[CH:5]=[CH:4][C:3]([C@H:6]([C:12]2[CH:17]=[CH:16][C:15]([O:18][CH2:19][C:20]3[S:21][C:22]([C:25]4[CH:30]=[CH:29][C:28]([C:31]([F:34])([F:33])[F:32])=[CH:27][CH:26]=4)=[CH:23][CH:24]=3)=[CH:14][CH:13]=2)[CH2:7][C:8]([O:10]C)=[O:9])=[N:2]1.[Li+].[OH-]. Product: [O:1]1[CH:5]=[CH:4][C:3]([C@H:6]([C:12]2[CH:13]=[CH:14][C:15]([O:18][CH2:19][C:20]3[S:21][C:22]([C:25]4[CH:26]=[CH:27][C:28]([C:31]([F:34])([F:32])[F:33])=[CH:29][CH:30]=4)=[CH:23][CH:24]=3)=[CH:16][CH:17]=2)[CH2:7][C:8]([OH:10])=[O:9])=[N:2]1. The catalyst class is: 36. (6) Reactant: [NH2-].[Na+].Cl.[F:4][C:5]1[CH:10]=[CH:9][C:8]([NH:11][NH2:12])=[CH:7][CH:6]=1.Br[CH2:14][C:15]1[N:16]=[C:17]([C:20]2[CH:25]=[CH:24][CH:23]=[CH:22][CH:21]=2)[O:18][CH:19]=1. Product: [F:4][C:5]1[CH:10]=[CH:9][C:8]([N:11]([CH2:14][C:15]2[N:16]=[C:17]([C:20]3[CH:21]=[CH:22][CH:23]=[CH:24][CH:25]=3)[O:18][CH:19]=2)[NH2:12])=[CH:7][CH:6]=1. The catalyst class is: 7.